This data is from HIV replication inhibition screening data with 41,000+ compounds from the AIDS Antiviral Screen. The task is: Binary Classification. Given a drug SMILES string, predict its activity (active/inactive) in a high-throughput screening assay against a specified biological target. (1) The drug is Cc1c2n(c(=O)[nH]c1=O)C1OC(CO)C(O2)C1O. The result is 0 (inactive). (2) The compound is C=C1CC2C(C)C(=O)CCC2(C)C2=C1C1CCC(C(C)CCC(=C)C(C)C(=O)O)C1(C)CC2=O. The result is 0 (inactive). (3) The molecule is CC(C)=O.FC(F)(F)C1=[O+][Rh+2]234[O+]=C(C(F)(F)F)[OH+][Rh+2]2([O+]=C(C(F)(F)F)[OH+]3)([O+]=C(C(F)(F)F)[OH+]4)[OH+]1. The result is 0 (inactive). (4) The molecule is O=C1C=CC=CC1=C1N=C(c2ccccc2OCC(=O)c2ccc(Br)cc2)SS1. The result is 0 (inactive). (5) The compound is CCCCCC=C(c1cc(Br)c(OC)c(C(=O)OC)c1)c1cc(Br)c(OC)c(C(=O)OC)c1. The result is 1 (active). (6) The compound is CSc1nc(C)cc(Nc2ccc(O)c(CN3CCCCC3)c2)n1. The result is 0 (inactive). (7) The compound is COc1ccc2nc3ccccc3c(NCCC[N+](C)(C)O)c2c1[N+](=O)[O-].Cl.[Cl-]. The result is 0 (inactive).